Dataset: NCI-60 drug combinations with 297,098 pairs across 59 cell lines. Task: Regression. Given two drug SMILES strings and cell line genomic features, predict the synergy score measuring deviation from expected non-interaction effect. Drug 1: CC1OCC2C(O1)C(C(C(O2)OC3C4COC(=O)C4C(C5=CC6=C(C=C35)OCO6)C7=CC(=C(C(=C7)OC)O)OC)O)O. Drug 2: C1C(C(OC1N2C=NC(=NC2=O)N)CO)O. Cell line: MALME-3M. Synergy scores: CSS=17.6, Synergy_ZIP=-6.37, Synergy_Bliss=2.65, Synergy_Loewe=-1.37, Synergy_HSA=3.23.